The task is: Predict the product of the given reaction.. This data is from Forward reaction prediction with 1.9M reactions from USPTO patents (1976-2016). (1) The product is: [NH2:1][C:2]1[N:3]=[CH:4][C:5]2[S:10][C:9](=[O:11])[N:8]([C@@H:12]3[O:24][C@H:23]([CH2:25][OH:26])[C@@H:18]([O:19][C:20](=[O:22])[CH3:21])[C@H:13]3[O:14][C:15](=[O:17])[CH3:16])[C:6]=2[N:7]=1. Given the reactants [NH2:1][C:2]1[N:3]=[CH:4][C:5]2[S:10][C:9](=[O:11])[N:8]([C@@H:12]3[O:24][C@H:23]([CH2:25][O:26]C(=O)C)[C@@H:18]([O:19][C:20](=[O:22])[CH3:21])[C@H:13]3[O:14][C:15](=[O:17])[CH3:16])[C:6]=2[N:7]=1.P([O-])([O-])([O-])=O.[Na+].[Na+].[Na+], predict the reaction product. (2) Given the reactants N[C:2]1[CH:7]=[CH:6][C:5]([C:8]([OH:17])([C:13]([F:16])([F:15])[F:14])[C:9]([F:12])([F:11])[F:10])=[CH:4][C:3]=1[CH2:18][CH2:19][CH3:20].[BrH:21].N([O-])=O.[Na+], predict the reaction product. The product is: [Br:21][C:2]1[CH:7]=[CH:6][C:5]([C:8]([OH:17])([C:13]([F:16])([F:15])[F:14])[C:9]([F:12])([F:11])[F:10])=[CH:4][C:3]=1[CH2:18][CH2:19][CH3:20].